From a dataset of NCI-60 drug combinations with 297,098 pairs across 59 cell lines. Regression. Given two drug SMILES strings and cell line genomic features, predict the synergy score measuring deviation from expected non-interaction effect. (1) Drug 1: C1=CC=C(C(=C1)C(C2=CC=C(C=C2)Cl)C(Cl)Cl)Cl. Drug 2: CC(C)(C#N)C1=CC(=CC(=C1)CN2C=NC=N2)C(C)(C)C#N. Cell line: ACHN. Synergy scores: CSS=3.70, Synergy_ZIP=-2.33, Synergy_Bliss=-3.72, Synergy_Loewe=-0.0803, Synergy_HSA=-1.35. (2) Cell line: CCRF-CEM. Drug 1: C1C(C(OC1N2C=C(C(=O)NC2=O)F)CO)O. Synergy scores: CSS=47.6, Synergy_ZIP=2.83, Synergy_Bliss=4.10, Synergy_Loewe=-4.48, Synergy_HSA=3.39. Drug 2: CC1=C2C(C(=O)C3(C(CC4C(C3C(C(C2(C)C)(CC1OC(=O)C(C(C5=CC=CC=C5)NC(=O)OC(C)(C)C)O)O)OC(=O)C6=CC=CC=C6)(CO4)OC(=O)C)O)C)O.